Dataset: Catalyst prediction with 721,799 reactions and 888 catalyst types from USPTO. Task: Predict which catalyst facilitates the given reaction. (1) Reactant: [C:1]1([CH3:17])[CH:6]=[CH:5][C:4]([S:7]([N:10]2[CH:14]=[C:13]([CH2:15][OH:16])[CH:12]=[N:11]2)(=[O:9])=[O:8])=[CH:3][CH:2]=1.CC(OI1(OC(C)=O)(OC(C)=O)OC(=O)C2C=CC=CC1=2)=O. Product: [C:1]1([CH3:17])[CH:2]=[CH:3][C:4]([S:7]([N:10]2[CH:14]=[C:13]([CH:15]=[O:16])[CH:12]=[N:11]2)(=[O:9])=[O:8])=[CH:5][CH:6]=1. The catalyst class is: 554. (2) Reactant: O=C1CCC(=O)N1O[C:9]([C:11]1[O:15][C:14]([C:16]2[CH:21]=[CH:20][CH:19]=[CH:18][C:17]=2[Cl:22])=[N:13][C:12]=1[CH2:23][CH3:24])=[O:10].[N:25]1([C:31]2[N:36]=[CH:35][C:34]([NH2:37])=[CH:33][CH:32]=2)[CH2:30][CH2:29][O:28][CH2:27][CH2:26]1. Product: [N:25]1([C:31]2[N:36]=[CH:35][C:34]([NH:37][C:9]([C:11]3[O:15][C:14]([C:16]4[CH:21]=[CH:20][CH:19]=[CH:18][C:17]=4[Cl:22])=[N:13][C:12]=3[CH2:23][CH3:24])=[O:10])=[CH:33][CH:32]=2)[CH2:30][CH2:29][O:28][CH2:27][CH2:26]1. The catalyst class is: 10.